This data is from NCI-60 drug combinations with 297,098 pairs across 59 cell lines. The task is: Regression. Given two drug SMILES strings and cell line genomic features, predict the synergy score measuring deviation from expected non-interaction effect. Drug 1: C1CN1P(=S)(N2CC2)N3CC3. Drug 2: CCCCCOC(=O)NC1=NC(=O)N(C=C1F)C2C(C(C(O2)C)O)O. Cell line: MDA-MB-231. Synergy scores: CSS=18.9, Synergy_ZIP=-3.06, Synergy_Bliss=-2.11, Synergy_Loewe=-20.6, Synergy_HSA=-3.05.